From a dataset of NCI-60 drug combinations with 297,098 pairs across 59 cell lines. Regression. Given two drug SMILES strings and cell line genomic features, predict the synergy score measuring deviation from expected non-interaction effect. (1) Drug 1: C1=C(C(=O)NC(=O)N1)N(CCCl)CCCl. Drug 2: CC1=C(C(=O)C2=C(C1=O)N3CC4C(C3(C2COC(=O)N)OC)N4)N. Cell line: HOP-92. Synergy scores: CSS=35.4, Synergy_ZIP=2.57, Synergy_Bliss=4.73, Synergy_Loewe=3.61, Synergy_HSA=4.21. (2) Drug 1: CC(C)NC(=O)C1=CC=C(C=C1)CNNC.Cl. Drug 2: CCC1(C2=C(COC1=O)C(=O)N3CC4=CC5=C(C=CC(=C5CN(C)C)O)N=C4C3=C2)O.Cl. Cell line: NCIH23. Synergy scores: CSS=-5.77, Synergy_ZIP=-9.72, Synergy_Bliss=-23.6, Synergy_Loewe=-43.0, Synergy_HSA=-27.0. (3) Drug 1: C1=CC=C(C=C1)NC(=O)CCCCCCC(=O)NO. Drug 2: CC12CCC3C(C1CCC2OP(=O)(O)O)CCC4=C3C=CC(=C4)OC(=O)N(CCCl)CCCl.[Na+]. Cell line: NCI-H460. Synergy scores: CSS=21.8, Synergy_ZIP=-10.4, Synergy_Bliss=-8.17, Synergy_Loewe=-20.4, Synergy_HSA=-5.24. (4) Drug 1: C1CCC(C1)C(CC#N)N2C=C(C=N2)C3=C4C=CNC4=NC=N3. Drug 2: CCC1(CC2CC(C3=C(CCN(C2)C1)C4=CC=CC=C4N3)(C5=C(C=C6C(=C5)C78CCN9C7C(C=CC9)(C(C(C8N6C)(C(=O)OC)O)OC(=O)C)CC)OC)C(=O)OC)O.OS(=O)(=O)O. Cell line: T-47D. Synergy scores: CSS=25.3, Synergy_ZIP=1.69, Synergy_Bliss=6.57, Synergy_Loewe=-28.4, Synergy_HSA=2.08.